From a dataset of Reaction yield outcomes from USPTO patents with 853,638 reactions. Predict the reaction yield, written as a fraction of the theoretical maximum amount of product (1.0 means a 100% yield; for example, 0.34 means a 34% yield). The reactants are [C:1]1([S:11]([C:14]2[C:22]3[C:17](=[CH:18][CH:19]=[C:20]([N:23]4[CH2:28][CH2:27][N:26](C(OCC5C=CC=CC=5)=O)[CH2:25][CH2:24]4)[CH:21]=3)[NH:16][N:15]=2)(=[O:13])=[O:12])[C:10]2[C:5](=[CH:6][CH:7]=[CH:8][CH:9]=2)[CH:4]=[CH:3][CH:2]=1.Br.CCOCC. The catalyst is CC(O)=O. The product is [C:1]1([S:11]([C:14]2[C:22]3[C:17](=[CH:18][CH:19]=[C:20]([N:23]4[CH2:24][CH2:25][NH:26][CH2:27][CH2:28]4)[CH:21]=3)[NH:16][N:15]=2)(=[O:12])=[O:13])[C:10]2[C:5](=[CH:6][CH:7]=[CH:8][CH:9]=2)[CH:4]=[CH:3][CH:2]=1. The yield is 0.800.